This data is from Catalyst prediction with 721,799 reactions and 888 catalyst types from USPTO. The task is: Predict which catalyst facilitates the given reaction. (1) Reactant: [C:1]1([CH:7]([C:34]2[CH:39]=[CH:38][CH:37]=[CH:36][CH:35]=2)[CH2:8][NH:9][C:10]2[N:18]=[C:17]([CH2:19][NH:20][S:21]([CH2:24][CH:25]([CH3:27])[CH3:26])(=[O:23])=[O:22])[N:16]=[C:15]3[C:11]=2[N:12]=[CH:13][N:14]3C2CCCCO2)[CH:6]=[CH:5][CH:4]=[CH:3][CH:2]=1.[ClH:40]. Product: [ClH:40].[C:34]1([CH:7]([C:1]2[CH:2]=[CH:3][CH:4]=[CH:5][CH:6]=2)[CH2:8][NH:9][C:10]2[N:18]=[C:17]([CH2:19][NH:20][S:21]([CH2:24][CH:25]([CH3:27])[CH3:26])(=[O:22])=[O:23])[N:16]=[C:15]3[C:11]=2[N:12]=[CH:13][NH:14]3)[CH:35]=[CH:36][CH:37]=[CH:38][CH:39]=1. The catalyst class is: 8. (2) Reactant: [CH2:1]([O:3][C:4]([C:6]1[N:7]=[CH:8][N:9]2[C:15]=1[CH2:14][N:13](CC1C=CC(OC)=CC=1OC)[C:12](=[O:27])[C:11]1[CH:28]=[C:29]([O:32][CH3:33])[CH:30]=[CH:31][C:10]2=1)=[O:5])[CH3:2].FC(F)(F)S(O)(=O)=O. Product: [CH2:1]([O:3][C:4]([C:6]1[N:7]=[CH:8][N:9]2[C:15]=1[CH2:14][NH:13][C:12](=[O:27])[C:11]1[CH:28]=[C:29]([O:32][CH3:33])[CH:30]=[CH:31][C:10]2=1)=[O:5])[CH3:2]. The catalyst class is: 557. (3) Reactant: [F:1][C:2]1[CH:12]=[CH:11][C:5]([C:6]([O:8][CH2:9][CH3:10])=[O:7])=[CH:4][C:3]=1[OH:13].C([O-])([O-])=O.[K+].[K+].[CH3:20][C:21]1[CH:28]=[CH:27][CH:26]=[C:25]([CH3:29])[C:22]=1[CH2:23]Cl. Product: [CH3:20][C:21]1[CH:28]=[CH:27][CH:26]=[C:25]([CH3:29])[C:22]=1[CH2:23][O:13][C:3]1[CH:4]=[C:5]([CH:11]=[CH:12][C:2]=1[F:1])[C:6]([O:8][CH2:9][CH3:10])=[O:7]. The catalyst class is: 3.